Dataset: Experimentally validated miRNA-target interactions with 360,000+ pairs, plus equal number of negative samples. Task: Binary Classification. Given a miRNA mature sequence and a target amino acid sequence, predict their likelihood of interaction. (1) The miRNA is hsa-miR-154-3p with sequence AAUCAUACACGGUUGACCUAUU. The protein sequence of the target gene is MAPKQDPKPKFQEGERVLCFHGPLLYEAKCVKVAIKDKQVKYFIHYSGWNKKSAVRPRRSEKSLKTHEDIVALFPVPEGAPSVHHPLLTSSWDEWVPESRVLKYVDTNLQKQRELQKANQEQYAEGKMRGAAPGKKTSGLQQKNVEVKTKKNKQKTPGNGDGGSTSETPQPPRKKRARVDPTVENEETFMNRVEVKVKIPEELKPWLVDDWDLITRQKQLFYLPAKKNVDSILEDYANYKKSRGNTDNKEYAVNEVVAGIKEYFNVMLGTQLLYKFERPQYAEILADHPDAPMSQVYGAP.... Result: 0 (no interaction). (2) The miRNA is hsa-miR-643 with sequence ACUUGUAUGCUAGCUCAGGUAG. The protein sequence of the target gene is MIARRNPEPLRFLPDEARSLPPPKLTDPRLLYIGFLGYCSGLIDNLIRRRPIATAGLHRQLLYITAFFFAGYYLVKREDYLYAVRDREMFGYMKLHPEDFPEEDVYCCGAERRG. Result: 1 (interaction). (3) The miRNA is hsa-miR-3912-3p with sequence UAACGCAUAAUAUGGACAUGU. The protein sequence of the target gene is MGDDQEDDFPRRLSESMEDLSLDLGALQGSEYLQDLGLGAPSHSQPGETPDSRPTGEEPGRDSLFSSLAGSQDLSRRRSWERSRSCSESWRRLSLDASAVDEEPCLPRTLASLALNLPGGGLKTWTQGCLSGGGTPAESPGKECDSPKKRGRSRSVPVSFYEIRSPEISPGLEVPTPPVQGLEPPVLECMEKDHVEPDHVLIVQQVLQELRQYHGARQRACMSASPGGAHSNLTWFEFLSESEDGAGKNEKSDKSTSVKRRLSCLRSRVTRQKEKGKSPAHLKDKGQDARERRECVNGHQ.... Result: 0 (no interaction).